From a dataset of Acute oral toxicity (LD50) regression data from Zhu et al.. Regression/Classification. Given a drug SMILES string, predict its toxicity properties. Task type varies by dataset: regression for continuous values (e.g., LD50, hERG inhibition percentage) or binary classification for toxic/non-toxic outcomes (e.g., AMES mutagenicity, cardiotoxicity, hepatotoxicity). Dataset: ld50_zhu. (1) The drug is Cc1cc(=O)c2c(C)ccc(C)c2o1. The rat oral LD50 is 1.80, given as -log10 of the dose in mol/kg body weight (higher means more acutely toxic). (2) The drug is COP(=O)(OC)OC=C(Br)Br. The rat oral LD50 is 3.09, given as -log10 of the dose in mol/kg body weight (higher means more acutely toxic). (3) The drug is CC(C)N(N=O)C(C)C. The rat oral LD50 is 2.19, given as -log10 of the dose in mol/kg body weight (higher means more acutely toxic). (4) The molecule is CC(C)OC(=O)COc1cc(Cl)c(Cl)cc1Cl. The rat oral LD50 is 2.78, given as -log10 of the dose in mol/kg body weight (higher means more acutely toxic).